From a dataset of Catalyst prediction with 721,799 reactions and 888 catalyst types from USPTO. Predict which catalyst facilitates the given reaction. (1) Reactant: [CH3:1][S:2]([N:5]1[CH2:10][CH:9]=[C:8]([C:11]2[CH:12]=[C:13]3[CH2:19][C@@:18]([CH3:26])([CH:20]4[CH2:25][CH2:24][NH:23][CH2:22][CH2:21]4)[O:17][C:14]3=[CH:15][N:16]=2)[CH2:7][CH2:6]1)(=[O:4])=[O:3].Cl[C:28]1[S:29][C:30]([C:33]([F:36])([F:35])[F:34])=[N:31][N:32]=1.C(=O)([O-])[O-].[K+].[K+]. Product: [CH3:1][S:2]([N:5]1[CH2:6][CH:7]=[C:8]([C:11]2[CH:12]=[C:13]3[CH2:19][C:18]([CH3:26])([CH:20]4[CH2:25][CH2:24][N:23]([C:28]5[S:29][C:30]([C:33]([F:36])([F:35])[F:34])=[N:31][N:32]=5)[CH2:22][CH2:21]4)[O:17][C:14]3=[CH:15][N:16]=2)[CH2:9][CH2:10]1)(=[O:3])=[O:4]. The catalyst class is: 16. (2) Reactant: [Cl:1][C:2]1[CH:3]=[CH:4][C:5]2[O:9][C:8]([S:10](C3C=CC(=O)NN=3)(=O)=O)=[C:7]([CH3:20])[C:6]=2[CH:21]=1.C([Li])CCC.ClC1C=CC2OC=C(C)C=2C=1.[S]. Product: [Cl:1][C:2]1[CH:3]=[CH:4][C:5]2[O:9][C:8]([SH:10])=[C:7]([CH3:20])[C:6]=2[CH:21]=1. The catalyst class is: 7.